From a dataset of Forward reaction prediction with 1.9M reactions from USPTO patents (1976-2016). Predict the product of the given reaction. Given the reactants Br[C:2]1[C:3](=[O:10])[N:4]([CH3:9])[CH:5]=[C:6]([Br:8])[CH:7]=1.[NH2:11][C:12]1[CH:21]=[C:20]2[C:15]([CH2:16][CH2:17][N:18]([C:22]([O:24][C:25]([CH3:28])([CH3:27])[CH3:26])=[O:23])[CH2:19]2)=[CH:14][N:13]=1.C(=O)([O-])[O-].[Cs+].[Cs+], predict the reaction product. The product is: [Br:8][C:6]1[CH:7]=[C:2]([NH:11][C:12]2[CH:21]=[C:20]3[C:15]([CH2:16][CH2:17][N:18]([C:22]([O:24][C:25]([CH3:28])([CH3:27])[CH3:26])=[O:23])[CH2:19]3)=[CH:14][N:13]=2)[C:3](=[O:10])[N:4]([CH3:9])[CH:5]=1.